Predict the product of the given reaction. From a dataset of Forward reaction prediction with 1.9M reactions from USPTO patents (1976-2016). The product is: [CH2:1]([O:3][C:4](=[O:28])[C:5]1[CH:10]=[CH:9][CH:8]=[C:7]([N:11]2[C:15]([CH3:16])=[CH:14][CH:13]=[C:12]2[C:17]2[CH:22]=[C:21]([C:23]([F:24])([F:26])[F:25])[CH:20]=[CH:19][C:18]=2[O:27][CH2:35][CH:29]2[CH2:34][CH2:33][CH2:32][CH2:31][CH2:30]2)[CH:6]=1)[CH3:2]. Given the reactants [CH2:1]([O:3][C:4](=[O:28])[C:5]1[CH:10]=[CH:9][CH:8]=[C:7]([N:11]2[C:15]([CH3:16])=[CH:14][CH:13]=[C:12]2[C:17]2[CH:22]=[C:21]([C:23]([F:26])([F:25])[F:24])[CH:20]=[CH:19][C:18]=2[OH:27])[CH:6]=1)[CH3:2].[CH:29]1([CH:35](Br)Br)[CH2:34][CH2:33][CH2:32][CH2:31][CH2:30]1.C(=O)([O-])[O-].[K+].[K+], predict the reaction product.